Dataset: Full USPTO retrosynthesis dataset with 1.9M reactions from patents (1976-2016). Task: Predict the reactants needed to synthesize the given product. (1) Given the product [C:31]([C:26]1[CH:27]=[C:28]2[C:23](=[C:24]([F:35])[CH:25]=1)[C:22](=[O:36])[N:21]([C:7]1[CH:8]=[CH:9][CH:10]=[C:11]([C:38]3[CH:39]=[C:40]([NH:46][C:47]4[CH:59]=[C:50]5[CH2:51][N:52]([CH:55]6[CH2:58][O:57][CH2:56]6)[CH2:53][CH2:54][N:49]5[N:48]=4)[C:41](=[O:45])[N:42]([CH3:44])[N:43]=3)[C:6]=1[CH2:5][O:4][C:1](=[O:3])[CH3:2])[N:30]=[CH:29]2)([CH3:33])([CH3:32])[CH3:34], predict the reactants needed to synthesize it. The reactants are: [C:1]([O:4][CH2:5][C:6]1[C:11](B2OC(C)(C)C(C)(C)O2)=[CH:10][CH:9]=[CH:8][C:7]=1[N:21]1[N:30]=[CH:29][C:28]2[C:23](=[C:24]([F:35])[CH:25]=[C:26]([C:31]([CH3:34])([CH3:33])[CH3:32])[CH:27]=2)[C:22]1=[O:36])(=[O:3])[CH3:2].Cl[C:38]1[CH:39]=[C:40]([NH:46][C:47]2[CH:59]=[C:50]3[CH2:51][N:52]([CH:55]4[CH2:58][O:57][CH2:56]4)[CH2:53][CH2:54][N:49]3[N:48]=2)[C:41](=[O:45])[N:42]([CH3:44])[N:43]=1.P([O-])([O-])([O-])=O.[K+].[K+].[K+].C1(P(C2CCCCC2)C2C=CC=CC=2C2C(C(C)C)=CC(C(C)C)=CC=2C(C)C)CCCCC1.[Cl-].[NH4+]. (2) Given the product [Cl:66][C:63]1[CH:62]=[CH:61][C:60]([C:53]2[CH2:54][C:55]([CH3:58])([CH3:59])[CH2:56][CH2:57][C:52]=2[CH2:51][N:48]2[CH2:47][CH2:46][N:45]([C:43]3[CH:42]=[CH:41][C:17]([C:18]([NH:20][S:21]([C:24]4[CH:29]=[CH:28][C:27]([NH:30][CH2:31][CH:32]5[CH2:37][CH2:36][O:35][CH2:34][CH2:33]5)=[C:26]([N+:38]([O-:40])=[O:39])[CH:25]=4)(=[O:23])=[O:22])=[O:19])=[C:16]([O:15][C:12]4[CH:13]=[N:14][C:9]([OH:8])=[CH:10][CH:11]=4)[CH:44]=3)[CH2:50][CH2:49]2)=[CH:65][CH:64]=1, predict the reactants needed to synthesize it. The reactants are: C([O:8][C:9]1[N:14]=[CH:13][C:12]([O:15][C:16]2[CH:44]=[C:43]([N:45]3[CH2:50][CH2:49][N:48]([CH2:51][C:52]4[CH2:57][CH2:56][C:55]([CH3:59])([CH3:58])[CH2:54][C:53]=4[C:60]4[CH:65]=[CH:64][C:63]([Cl:66])=[CH:62][CH:61]=4)[CH2:47][CH2:46]3)[CH:42]=[CH:41][C:17]=2[C:18]([NH:20][S:21]([C:24]2[CH:29]=[CH:28][C:27]([NH:30][CH2:31][CH:32]3[CH2:37][CH2:36][O:35][CH2:34][CH2:33]3)=[C:26]([N+:38]([O-:40])=[O:39])[CH:25]=2)(=[O:23])=[O:22])=[O:19])=[CH:11][CH:10]=1)C1C=CC=CC=1.FC(F)(F)C(O)=O. (3) Given the product [Br:1][C:2]1[CH:7]=[CH:6][C:5]([OH:8])=[CH:4][C:3]=1/[CH:9]=[CH:10]/[C:11]([O:13][CH2:14][CH3:15])=[O:12], predict the reactants needed to synthesize it. The reactants are: [Br:1][C:2]1[CH:7]=[CH:6][C:5]([OH:8])=[CH:4][C:3]=1/[CH:9]=[CH:10]/[C:11]([OH:13])=[O:12].[CH2:14](O)[CH3:15]. (4) Given the product [Br:12][C:10]1[CH:11]=[C:6]2[C:7]([C:13]([CH2:14][CH3:15])=[N:19][N:18]2[CH3:17])=[CH:8][CH:9]=1, predict the reactants needed to synthesize it. The reactants are: CS(O[C:6]1[CH:11]=[C:10]([Br:12])[CH:9]=[CH:8][C:7]=1[C:13](=O)[CH2:14][CH3:15])(=O)=O.[CH3:17][NH:18][NH2:19].C([O-])(=O)C.[NH4+]. (5) Given the product [NH2:1][C:2]1[N:3]([C:39]([C:36]2[CH:37]=[CH:38][O:34][CH:35]=2)=[O:40])[N:4]=[C:5]2[C:11]=1[CH2:10][CH2:9][CH2:8][C:7]1[CH:12]=[C:13]([N:16]3[CH2:20][C@H:19]([CH2:21][NH:22][C:23](=[O:25])[CH3:24])[O:18][C:17]3=[O:26])[CH:14]=[CH:15][C:6]2=1, predict the reactants needed to synthesize it. The reactants are: [NH2:1][C:2]1[C:11]2[CH2:10][CH2:9][CH2:8][C:7]3[CH:12]=[C:13]([N:16]4[CH2:20][C@H:19]([CH2:21][NH:22][C:23](=[O:25])[CH3:24])[O:18][C:17]4=[O:26])[CH:14]=[CH:15][C:6]=3[C:5]=2[NH:4][N:3]=1.C(N(CC)CC)C.[O:34]1[CH:38]=[CH:37][C:36]([C:39](Cl)=[O:40])=[CH:35]1.